This data is from Forward reaction prediction with 1.9M reactions from USPTO patents (1976-2016). The task is: Predict the product of the given reaction. (1) Given the reactants [C:1]([C:5]1[CH:9]=[C:8]([NH:10][C:11]([NH:13][C@@H:14]2[C:23]3[C:18](=[CH:19][CH:20]=[CH:21][CH:22]=3)[C@H:17]([O:24][C:25]3[CH:26]=[CH:27][C:28]4[N:29]([C:31]([N:34]5[CH2:39][CH2:38][CH2:37][CH2:36][CH2:35]5)=[N:32][N:33]=4)[CH:30]=3)[CH2:16][CH2:15]2)=[O:12])[N:7]([C:40]2[CH:41]=[N:42][N:43]([CH2:45][CH2:46][CH2:47][OH:48])[CH:44]=2)[N:6]=1)([CH3:4])([CH3:3])[CH3:2].CCN(C(C)C)C(C)C.[CH3:58][S:59](Cl)(=[O:61])=[O:60], predict the reaction product. The product is: [C:1]([C:5]1[CH:9]=[C:8]([NH:10][C:11]([NH:13][C@@H:14]2[C:23]3[C:18](=[CH:19][CH:20]=[CH:21][CH:22]=3)[C@H:17]([O:24][C:25]3[CH:26]=[CH:27][C:28]4[N:29]([C:31]([N:34]5[CH2:35][CH2:36][CH2:37][CH2:38][CH2:39]5)=[N:32][N:33]=4)[CH:30]=3)[CH2:16][CH2:15]2)=[O:12])[N:7]([C:40]2[CH:41]=[N:42][N:43]([CH2:45][CH2:46][CH2:47][O:48][S:59]([CH3:58])(=[O:61])=[O:60])[CH:44]=2)[N:6]=1)([CH3:4])([CH3:2])[CH3:3]. (2) Given the reactants [Cl:1][C:2]1[CH:7]=[CH:6][CH:5]=[CH:4][C:3]=1[C:8]1[N:9]=[C:10]([CH2:13][O:14][C:15]2[CH:26]=[CH:25][C:18]([O:19][CH2:20][C:21]([O:23]C)=[O:22])=[C:17]([CH3:27])[CH:16]=2)[O:11][CH:12]=1.[Li+].[OH-].Cl, predict the reaction product. The product is: [Cl:1][C:2]1[CH:7]=[CH:6][CH:5]=[CH:4][C:3]=1[C:8]1[N:9]=[C:10]([CH2:13][O:14][C:15]2[CH:26]=[CH:25][C:18]([O:19][CH2:20][C:21]([OH:23])=[O:22])=[C:17]([CH3:27])[CH:16]=2)[O:11][CH:12]=1.